From a dataset of Full USPTO retrosynthesis dataset with 1.9M reactions from patents (1976-2016). Predict the reactants needed to synthesize the given product. (1) Given the product [CH3:9][O:8][C:6](=[O:7])[C:5]1[CH:10]=[CH:11][C:2]([C:20]2[C:21]3[C:16](=[CH:15][CH:14]=[CH:13][CH:12]=3)[CH:17]=[CH:18][CH:19]=2)=[CH:3][CH:4]=1, predict the reactants needed to synthesize it. The reactants are: Br[C:2]1[CH:11]=[CH:10][C:5]([C:6]([O:8][CH3:9])=[O:7])=[CH:4][CH:3]=1.[C:12]1(B(O)O)[C:21]2[C:16](=[CH:17][CH:18]=[CH:19][CH:20]=2)[CH:15]=[CH:14][CH:13]=1.C(=O)([O-])[O-].[Na+].[Na+]. (2) Given the product [Cl:19][C:20]1[CH:21]=[CH:22][C:23]([CH3:53])=[C:24]([N:26]2[C:33](=[O:34])[C:32]3[C:5]([F:8])=[C:30]([C:35]4[CH:40]=[CH:39][CH:38]=[CH:37][C:36]=4[O:41][CH3:42])[N:29]([CH:43]([CH3:45])[CH3:44])[C:28]=3[CH:27]2[C:46]2[CH:51]=[CH:50][C:49]([Cl:52])=[CH:48][CH:47]=2)[CH:25]=1, predict the reactants needed to synthesize it. The reactants are: [O-]S([C:5]([F:8])(F)F)(=O)=O.F[N+]1C(C)=CC(C)=CC=1C.[Cl:19][C:20]1[CH:21]=[CH:22][C:23]([CH3:53])=[C:24]([N:26]2[C:33](=[O:34])[C:32]3C=[C:30]([C:35]4[CH:40]=[CH:39][CH:38]=[CH:37][C:36]=4[O:41][CH3:42])[N:29]([CH:43]([CH3:45])[CH3:44])[C:28]=3[CH:27]2[C:46]2[CH:51]=[CH:50][C:49]([Cl:52])=[CH:48][CH:47]=2)[CH:25]=1.S([O-])([O-])=O.[Na+].[Na+]. (3) Given the product [F:56][C:57]1[CH:58]=[C:59]([CH:62]=[CH:63][C:64]=1[F:65])[CH2:60][NH:61][C:17]([C:10]1[CH:11]=[C:12]([CH2:13][CH2:14][S:15][CH3:16])[N:8]([CH2:1][C:2]2[CH:3]=[CH:4][CH:5]=[CH:6][CH:7]=2)[C:9]=1[CH:20]([CH3:22])[CH3:21])=[O:19].[F:56][C:57]1[CH:58]=[C:59]([CH:62]=[CH:63][C:64]=1[F:65])[CH2:60][NH:61][C:38]([C:32]1[CH:33]=[C:34]([CH:35]([CH3:36])[CH3:37])[N:30]([CH2:23][C:24]2[CH:25]=[CH:26][CH:27]=[CH:28][CH:29]=2)[C:31]=1[CH2:41][CH2:42][S:43][CH3:44])=[O:40], predict the reactants needed to synthesize it. The reactants are: [CH2:1]([N:8]1[C:12]([CH2:13][CH2:14][S:15][CH3:16])=[CH:11][C:10]([C:17]([OH:19])=O)=[C:9]1[CH:20]([CH3:22])[CH3:21])[C:2]1[CH:7]=[CH:6][CH:5]=[CH:4][CH:3]=1.[CH2:23]([N:30]1[C:34]([CH:35]([CH3:37])[CH3:36])=[CH:33][C:32]([C:38]([OH:40])=O)=[C:31]1[CH2:41][CH2:42][S:43][CH3:44])[C:24]1[CH:29]=[CH:28][CH:27]=[CH:26][CH:25]=1.CCN=C=NCCCN(C)C.[F:56][C:57]1[CH:58]=[C:59]([CH:62]=[CH:63][C:64]=1[F:65])[CH2:60][NH2:61]. (4) Given the product [Br:25][C:20]1[CH:21]=[CH:22][C:23]2[C:24]3[N:12]([CH:10]([CH3:11])[CH2:9][CH2:8][OH:7])[C:13]([CH2:26][OH:27])=[N:14][C:15]=3[CH:16]=[N:17][C:18]=2[CH:19]=1, predict the reactants needed to synthesize it. The reactants are: O.[OH-].[Li+].C([O:7][CH2:8][CH2:9][CH:10]([N:12]1[C:24]2[C:23]3[CH:22]=[CH:21][C:20]([Br:25])=[CH:19][C:18]=3[N:17]=[CH:16][C:15]=2[N:14]=[C:13]1[CH2:26][O:27]C(=O)C)[CH3:11])(=O)C. (5) Given the product [Cl:1][C:2]1[CH:3]=[N:4][CH:5]=[C:6]([Cl:27])[C:7]=1[NH:8][C:9]1[NH:10][C:11]2[C:17]3[CH2:18][C:19]([CH3:21])([CH3:22])[O:20][C:16]=3[C:15]([C:23]([NH:31][C:30]3[CH:32]=[C:33]([F:37])[C:34]([F:36])=[CH:35][C:29]=3[F:28])=[O:25])=[CH:14][C:12]=2[N:13]=1, predict the reactants needed to synthesize it. The reactants are: [Cl:1][C:2]1[CH:3]=[N:4][CH:5]=[C:6]([Cl:27])[C:7]=1[NH:8][C:9]1[NH:10][C:11]2[C:17]3[CH2:18][C:19]([CH3:22])([CH3:21])[O:20][C:16]=3[C:15]([C:23]([O:25]C)=O)=[CH:14][C:12]=2[N:13]=1.[F:28][C:29]1[CH:35]=[C:34]([F:36])[C:33]([F:37])=[CH:32][C:30]=1[NH2:31].C[Al](C)C.